This data is from Full USPTO retrosynthesis dataset with 1.9M reactions from patents (1976-2016). The task is: Predict the reactants needed to synthesize the given product. Given the product [CH2:1]([O:8][C:9]1[CH:10]=[C:11]2[C:16](=[CH:17][CH:18]=1)[C:15](=[O:19])[N:14]([CH2:20][CH:21]([CH3:23])[CH3:22])[C:13]([C:24]([O:26][CH3:27])=[O:25])=[C:12]2[C:40]1[CH:41]=[CH:42][C:37]([F:36])=[CH:38][CH:39]=1)[C:2]1[CH:3]=[CH:4][CH:5]=[CH:6][CH:7]=1, predict the reactants needed to synthesize it. The reactants are: [CH2:1]([O:8][C:9]1[CH:10]=[C:11]2[C:16](=[CH:17][CH:18]=1)[C:15](=[O:19])[N:14]([CH2:20][CH:21]([CH3:23])[CH3:22])[C:13]([C:24]([O:26][CH3:27])=[O:25])=[C:12]2OS(C(F)(F)F)(=O)=O)[C:2]1[CH:7]=[CH:6][CH:5]=[CH:4][CH:3]=1.[F:36][C:37]1[CH:42]=[CH:41][C:40](B(O)O)=[CH:39][CH:38]=1.C(=O)([O-])[O-].[Na+].[Na+].